This data is from Full USPTO retrosynthesis dataset with 1.9M reactions from patents (1976-2016). The task is: Predict the reactants needed to synthesize the given product. (1) Given the product [CH3:1][O:2][C:3](=[O:22])[CH:4]([C:9]1[CH:14]=[CH:13][C:12]([NH:15][C:39]([C:28]2[N:29]([CH2:31][O:32][CH2:33][CH2:34][Si:35]([CH3:38])([CH3:37])[CH3:36])[CH:30]=[C:26]([C:24]#[N:25])[N:27]=2)=[O:40])=[C:11]([C:16]2[CH2:21][CH2:20][CH2:19][CH2:18][CH:17]=2)[CH:10]=1)[C:5]([O:7][CH3:8])=[O:6], predict the reactants needed to synthesize it. The reactants are: [CH3:1][O:2][C:3](=[O:22])[CH:4]([C:9]1[CH:14]=[CH:13][C:12]([NH2:15])=[C:11]([C:16]2[CH2:21][CH2:20][CH2:19][CH2:18][CH:17]=2)[CH:10]=1)[C:5]([O:7][CH3:8])=[O:6].[K+].[C:24]([C:26]1[N:27]=[C:28]([C:39]([O-])=[O:40])[N:29]([CH2:31][O:32][CH2:33][CH2:34][Si:35]([CH3:38])([CH3:37])[CH3:36])[CH:30]=1)#[N:25].F[P-](F)(F)(F)(F)F.Br[P+](N1CCCC1)(N1CCCC1)N1CCCC1.C(N(CC)C(C)C)(C)C. (2) Given the product [CH3:23][N:24]1[CH2:29][CH2:28][N:27]([C:17]([C:16]2[CH:15]=[CH:14][C:13]([C:11]3[O:12][C:8]([CH:7]=[C:6]4[S:5][C:4](=[S:22])[NH:3][C:2]4=[O:1])=[CH:9][CH:10]=3)=[CH:21][CH:20]=2)=[O:19])[CH2:26][CH2:25]1, predict the reactants needed to synthesize it. The reactants are: [O:1]=[C:2]1[C:6](=[CH:7][C:8]2[O:12][C:11]([C:13]3[CH:21]=[CH:20][C:16]([C:17]([OH:19])=O)=[CH:15][CH:14]=3)=[CH:10][CH:9]=2)[S:5][C:4](=[S:22])[NH:3]1.[CH3:23][N:24]1[CH2:29][CH2:28][NH:27][CH2:26][CH2:25]1.C1C=CC2N(O)N=NC=2C=1.CCN=C=NCCCN(C)C.CCN(C(C)C)C(C)C. (3) Given the product [N+:16]([C:4]1[CH:5]=[CH:6][C:1]([CH:7]2[CH2:12][CH2:11][CH2:10][N:9]([CH2:13][CH2:14][CH3:15])[CH2:8]2)=[CH:2][CH:3]=1)([O-:18])=[O:17], predict the reactants needed to synthesize it. The reactants are: [C:1]1([CH:7]2[CH2:12][CH2:11][CH2:10][N:9]([CH2:13][CH2:14][CH3:15])[CH2:8]2)[CH:6]=[CH:5][CH:4]=[CH:3][CH:2]=1.[N+:16]([O-])([O-:18])=[O:17].[K+].OS(O)(=O)=O. (4) Given the product [Cl:1][C:2]1[N:3]=[N:4][C:5]([Cl:9])=[CH:6][C:7]=1[NH:12][CH2:10][CH3:11], predict the reactants needed to synthesize it. The reactants are: [Cl:1][C:2]1[N:3]=[N:4][C:5]([Cl:9])=[CH:6][C:7]=1Cl.[CH2:10]([NH2:12])[CH3:11]. (5) Given the product [CH3:40][N:33]([CH3:34])[C@H:23]([C:22]([NH:21][C@H:4]([C:5]([N:7]([C@@H:8]([CH:17]([CH3:18])[CH3:19])/[CH:9]=[C:10](/[C:11]([OH:13])=[O:12])\[CH3:16])[CH3:20])=[O:6])[C:3]([CH3:37])([CH3:36])[CH3:2])=[O:35])[C:24]([CH3:25])([CH3:32])[C:26]1[CH:27]=[CH:28][CH:29]=[CH:30][CH:31]=1, predict the reactants needed to synthesize it. The reactants are: Cl.[CH3:2][C:3]([CH3:37])([CH3:36])[C@H:4]([NH:21][C:22](=[O:35])[C@@H:23]([NH:33][CH3:34])[C:24]([CH3:32])([C:26]1[CH:31]=[CH:30][CH:29]=[CH:28][CH:27]=1)[CH3:25])[C:5]([N:7]([CH3:20])[C@@H:8]([CH:17]([CH3:19])[CH3:18])/[CH:9]=[C:10](\[CH3:16])/[C:11]([O:13]CC)=[O:12])=[O:6].IC.[CH3:40]CN(C(C)C)C(C)C. (6) Given the product [C:18]([NH:17][CH2:16][CH2:15][NH:14][C:4]1[N:5]=[C:6]([C:8]2[CH:13]=[CH:12][CH:11]=[CH:10][CH:9]=2)[N:7]=[C:2]([NH:1][C:30](=[O:31])[CH2:29][Br:28])[CH:3]=1)(=[O:20])[CH3:19], predict the reactants needed to synthesize it. The reactants are: [NH2:1][C:2]1[N:7]=[C:6]([C:8]2[CH:13]=[CH:12][CH:11]=[CH:10][CH:9]=2)[N:5]=[C:4]([NH:14][CH2:15][CH2:16][NH:17][C:18](=[O:20])[CH3:19])[CH:3]=1.C(N(CC)CC)C.[Br:28][CH2:29][C:30](Br)=[O:31]. (7) Given the product [CH:85]1([CH2:84][C:71]2[N:70]=[C:69]([NH:61][C:50]3[CH:51]=[CH:52][C:53]([N:55]4[CH2:56][CH2:57][O:58][CH2:59][CH2:60]4)=[CH:54][C:49]=3[O:48][CH3:47])[N:77]=[C:76]3[C:72]=2[N:73]=[CH:74][NH:75]3)[CH2:86][CH2:87][CH2:88][CH2:89][CH2:90]1, predict the reactants needed to synthesize it. The reactants are: C1C=CC(P(C2C(C3C(P(C4C=CC=CC=4)C4C=CC=CC=4)=CC=C4C=3C=CC=C4)=C3C(C=CC=C3)=CC=2)C2C=CC=CC=2)=CC=1.[CH3:47][O:48][C:49]1[CH:54]=[C:53]([N:55]2[CH2:60][CH2:59][O:58][CH2:57][CH2:56]2)[CH:52]=[CH:51][C:50]=1[NH2:61].C([O-])([O-])=O.[Cs+].[Cs+].Cl[C:69]1[N:77]=[C:76]2[C:72]([N:73]=[CH:74][N:75]2C2CCCCO2)=[C:71]([CH2:84][CH:85]2[CH2:90][CH2:89][CH2:88][CH2:87][CH2:86]2)[N:70]=1. (8) Given the product [Br:9][C:10]1[CH:19]=[C:18]2[C:13]([C:14]([C:20]3[C:24]([C:25]4[CH:30]=[CH:29][CH:28]=[CH:27][N:26]=4)=[N:23][N:22]4[CH2:31][CH2:32][CH:7]([Cl:8])[C:21]=34)=[CH:15][CH:16]=[N:17]2)=[CH:12][CH:11]=1, predict the reactants needed to synthesize it. The reactants are: S(Cl)(Cl)(=O)=O.Cl[CH2:7][Cl:8].[Br:9][C:10]1[CH:19]=[C:18]2[C:13]([C:14]([C:20]3[C:24]([C:25]4[CH:30]=[CH:29][CH:28]=[CH:27][N:26]=4)=[N:23][N:22]4[CH2:31][CH2:32]C[C:21]=34)=[CH:15][CH:16]=[N:17]2)=[CH:12][CH:11]=1. (9) Given the product [Cl:26][C:23]1[CH:24]=[CH:25][C:20]([CH:7]2[C:5]3[N:6]=[C:2]([CH:36]4[CH2:38][CH2:37]4)[N:3]([CH2:27][C:28]4[CH:33]=[CH:32][C:31]([O:34][CH3:35])=[CH:30][CH:29]=4)[C:4]=3[C:9](=[O:10])[N:8]2[C:11]2[CH:16]=[C:15]([CH3:17])[C:14](=[O:18])[N:13]([CH3:19])[CH:12]=2)=[CH:21][CH:22]=1, predict the reactants needed to synthesize it. The reactants are: Br[C:2]1[N:3]([CH2:27][C:28]2[CH:33]=[CH:32][C:31]([O:34][CH3:35])=[CH:30][CH:29]=2)[C:4]2[C:9](=[O:10])[N:8]([C:11]3[CH:16]=[C:15]([CH3:17])[C:14](=[O:18])[N:13]([CH3:19])[CH:12]=3)[CH:7]([C:20]3[CH:25]=[CH:24][C:23]([Cl:26])=[CH:22][CH:21]=3)[C:5]=2[N:6]=1.[CH:36]1([B-](F)(F)F)[CH2:38][CH2:37]1.[K+].C12(P(C34CC5CC(CC(C5)C3)C4)CCCC)CC3CC(CC(C3)C1)C2.C([O-])([O-])=O.[Cs+].[Cs+].